Dataset: Catalyst prediction with 721,799 reactions and 888 catalyst types from USPTO. Task: Predict which catalyst facilitates the given reaction. (1) Reactant: [C:1]1([CH2:13][C:14]([NH2:16])=[O:15])[C:11]2=[C:12]3[C:7](=[CH:8][CH:9]=[CH:10]2)[CH2:6][CH2:5][CH2:4][N:3]3[CH:2]=1.[O:17]1CCOCC1. Product: [C:1]1([C:13](=[O:17])[C:14]([NH2:16])=[O:15])[C:11]2=[C:12]3[C:7](=[CH:8][CH:9]=[CH:10]2)[CH2:6][CH2:5][CH2:4][N:3]3[CH:2]=1. The catalyst class is: 522. (2) Reactant: [CH3:1][S:2][C:3]1[S:7][C:6]2=[N:8][C:9]([C:11]3[O:12][C:13]4[CH:19]=[CH:18][CH:17]=[C:16]([O:20][CH2:21][C@H:22]5[CH2:26][CH2:25][CH2:24][N:23]5[C:27](=[O:43])[C@H:28]([NH:35][C:36](=[O:42])OC(C)(C)C)C5C=CC=CC=5)[C:14]=4[N:15]=3)=[CH:10][N:5]2[N:4]=1.[C:44](O)([C:46](F)(F)F)=O.C(O)(=O)[C:52]1[CH:57]=[CH:56][CH:55]=[CH:54][CH:53]=1.CN(C(ON1N=N[C:70]2[CH:71]=[CH:72]C=N[C:69]1=2)=[N+](C)C)C.F[P-](F)(F)(F)(F)F.CCN(C(C)C)C(C)C.CO.O.FC(C(O)=O)(F)F. Product: [CH3:1][S:2][C:3]1[S:7][C:6]2=[N:8][C:9]([C:11]3[O:12][C:13]4[CH:19]=[CH:18][CH:17]=[C:16]([O:20][CH2:21][C@H:22]5[CH2:26][CH2:25][CH2:24][N:23]5[C:27](=[O:43])[C@H:28]([NH:35][C:36](=[O:42])[C:46]5[CH:44]=[CH:72][CH:71]=[CH:70][CH:69]=5)[C:52]5[CH:53]=[CH:54][CH:55]=[CH:56][CH:57]=5)[C:14]=4[N:15]=3)=[CH:10][N:5]2[N:4]=1. The catalyst class is: 585.